From a dataset of Full USPTO retrosynthesis dataset with 1.9M reactions from patents (1976-2016). Predict the reactants needed to synthesize the given product. (1) Given the product [OH:17][CH2:18][C:19]([CH2:32][OH:33])([CH2:26][OH:27])[CH2:20][OH:21].[C:28]([O:27][CH2:26][C:19]([CH2:32][O:33][C:34](=[O:37])[CH:35]=[CH2:36])([CH2:20][O:21][C:22](=[O:25])[CH:23]=[CH2:24])[CH2:18][O:17][C:13](=[O:16])[CH:14]=[CH2:15])(=[O:31])[CH:29]=[CH2:30].[CH2:1]([NH2:4])[CH2:2][NH2:3].[CH2:5]([NH2:12])[CH2:6][CH2:7][CH2:8][CH2:9][CH2:10][NH2:11], predict the reactants needed to synthesize it. The reactants are: [CH2:1]([NH2:4])[CH2:2][NH2:3].[CH2:5]([NH2:12])[CH2:6][CH2:7][CH2:8][CH2:9][CH2:10][NH2:11].[C:13]([O:17][CH2:18][C:19]([CH2:32][O:33][C:34](=[O:37])[CH:35]=[CH2:36])([CH2:26][O:27][C:28](=[O:31])[CH:29]=[CH2:30])[CH2:20][O:21][C:22](=[O:25])[CH:23]=[CH2:24])(=[O:16])[CH:14]=[CH2:15]. (2) Given the product [Cl:18][CH:8]([C:7](=[O:14])[CH2:6][O:5][CH2:4][CH2:3][O:2][CH3:1])[C:9]([O:11][CH2:12][CH3:13])=[O:10], predict the reactants needed to synthesize it. The reactants are: [CH3:1][O:2][CH2:3][CH2:4][O:5][CH2:6][C:7](=[O:14])[CH2:8][C:9]([O:11][CH2:12][CH3:13])=[O:10].S(Cl)([Cl:18])(=O)=O. (3) Given the product [C:9]([C:10]([N:16]([CH3:31])[C:17]([C:19]1[CH:20]=[CH:21][C:22]([C:25]2[CH:30]=[CH:29][CH:28]=[CH:27][CH:26]=2)=[CH:23][CH:24]=1)=[O:18])([CH3:15])[C:11]([NH:13][CH3:14])=[O:12])([OH:32])=[O:8], predict the reactants needed to synthesize it. The reactants are: [OH-].[K+].C(O)C.C([O:8][C:9](=[O:32])[C:10]([N:16]([CH3:31])[C:17]([C:19]1[CH:24]=[CH:23][C:22]([C:25]2[CH:30]=[CH:29][CH:28]=[CH:27][CH:26]=2)=[CH:21][CH:20]=1)=[O:18])([CH3:15])[C:11]([NH:13][CH3:14])=[O:12])C.S([O-])(O)(=O)=O.[K+]. (4) The reactants are: [NH2:1][C:2]1[C:3]([C:20](O)=[O:21])=[N:4][C:5]([C:8]2[CH:13]=[CH:12][C:11]([S:14]([N:17]([CH3:19])[CH3:18])(=[O:16])=[O:15])=[CH:10][CH:9]=2)=[CH:6][N:7]=1.[CH3:23][N:24]([CH2:26][C:27]1[CH:32]=[CH:31][N:30]=[CH:29][C:28]=1[NH2:33])[CH3:25].F[P-](F)(F)(F)(F)F.Br[P+](N1CCCC1)(N1CCCC1)N1CCCC1. Given the product [NH2:1][C:2]1[C:3]([C:20]([NH:33][C:28]2[CH:29]=[N:30][CH:31]=[CH:32][C:27]=2[CH2:26][N:24]([CH3:25])[CH3:23])=[O:21])=[N:4][C:5]([C:8]2[CH:13]=[CH:12][C:11]([S:14]([N:17]([CH3:19])[CH3:18])(=[O:16])=[O:15])=[CH:10][CH:9]=2)=[CH:6][N:7]=1, predict the reactants needed to synthesize it.